This data is from Full USPTO retrosynthesis dataset with 1.9M reactions from patents (1976-2016). The task is: Predict the reactants needed to synthesize the given product. (1) Given the product [C:38]([O:41][CH2:42][C:43](=[O:44])[NH:1][C:2]1[N:3]=[C:4]2[CH:9]=[CH:8][C:7]([O:10][C:11]3[CH:16]=[CH:15][CH:14]=[C:13]([NH:17][C:18](=[O:29])[C:19]4[CH:24]=[CH:23][CH:22]=[C:21]([C:25]([F:28])([F:27])[F:26])[CH:20]=4)[CH:12]=3)=[N:6][N:5]2[CH:30]=1)(=[O:40])[CH3:39], predict the reactants needed to synthesize it. The reactants are: [NH2:1][C:2]1[N:3]=[C:4]2[CH:9]=[CH:8][C:7]([O:10][C:11]3[CH:12]=[C:13]([NH:17][C:18](=[O:29])[C:19]4[CH:24]=[CH:23][CH:22]=[C:21]([C:25]([F:28])([F:27])[F:26])[CH:20]=4)[CH:14]=[CH:15][CH:16]=3)=[N:6][N:5]2[CH:30]=1.C(N(CC)CC)C.[C:38]([O:41][CH2:42][C:43](Cl)=[O:44])(=[O:40])[CH3:39]. (2) Given the product [CH3:35][O:36][C:37](=[O:57])[CH2:38][C:39]1[CH:40]=[C:41]([C:12]2[CH:13]=[CH:14][C:15]([C:17]([F:18])([F:19])[F:20])=[CH:16][C:11]=2[CH2:10][N:9]([C:8]([O:7][CH2:6][C:5]2[CH:33]=[CH:34][C:2]([Cl:1])=[CH:3][CH:4]=2)=[O:32])[CH2:30][CH3:31])[CH:42]=[C:43]([C:45]([F:47])([F:46])[F:48])[CH:44]=1, predict the reactants needed to synthesize it. The reactants are: [Cl:1][C:2]1[CH:34]=[CH:33][C:5]([CH2:6][O:7][C:8](=[O:32])[N:9]([CH2:30][CH3:31])[CH2:10][C:11]2[CH:16]=[C:15]([C:17]([F:20])([F:19])[F:18])[CH:14]=[CH:13][C:12]=2B2OC(C)(C)C(C)(C)O2)=[CH:4][CH:3]=1.[CH3:35][O:36][C:37](=[O:57])[CH2:38][C:39]1[CH:44]=[C:43]([C:45]([F:48])([F:47])[F:46])[CH:42]=[C:41](OS(C(F)(F)F)(=O)=O)[CH:40]=1.